From a dataset of Forward reaction prediction with 1.9M reactions from USPTO patents (1976-2016). Predict the product of the given reaction. (1) The product is: [CH2:33]([O:28][C:2]1[N:7]=[C:6]2[CH2:8][CH2:9][CH2:10][C:5]2=[C:4]([C:21]2[CH:22]=[N:23][C:24]([CH3:27])=[N:25][CH:26]=2)[CH:3]=1)[C:32]1[CH:6]=[CH:5][CH:4]=[CH:3][CH:2]=1. Given the reactants Cl[C:2]1[N:7]=[C:6]2[CH2:8][CH2:9][CH2:10][C:5]2=[C:4](B2OC(C)(C)C(C)(C)O2)[CH:3]=1.Br[C:21]1[CH:22]=[N:23][C:24]([CH3:27])=[N:25][CH:26]=1.[O:28]1[CH2:33][CH2:32]OCC1.O, predict the reaction product. (2) Given the reactants Br[C:2]1[CH:3]=[CH:4][C:5]([NH:9][CH2:10][C:11]2[CH:12]=[N:13][C:14]([C:17]([F:20])([F:19])[F:18])=[CH:15][CH:16]=2)=[N:6][C:7]=1[Cl:8].C([Mg]Cl)(C)C.C([Li])(C)(C)C.CN(C)[CH:33]=[O:34], predict the reaction product. The product is: [Cl:8][C:7]1[C:2]([CH:33]=[O:34])=[CH:3][CH:4]=[C:5]([NH:9][CH2:10][C:11]2[CH:12]=[N:13][C:14]([C:17]([F:20])([F:19])[F:18])=[CH:15][CH:16]=2)[N:6]=1. (3) Given the reactants [H-].[Na+].[I-].[CH3:4][S+](C)C.[CH:8]([C:10]1[CH:17]=[CH:16][C:13]([C:14]#[N:15])=[C:12]([O:18][CH3:19])[CH:11]=1)=[O:9], predict the reaction product. The product is: [CH3:19][O:18][C:12]1[CH:11]=[C:10]([CH:8]2[CH2:4][O:9]2)[CH:17]=[CH:16][C:13]=1[C:14]#[N:15]. (4) Given the reactants [CH3:1][O:2][CH:3]1[CH2:9][N:8]([C:10]([O:12][C:13]([CH3:16])([CH3:15])[CH3:14])=[O:11])[CH2:7][CH2:6][N:5]([C:17]2[N:21]([CH3:22])[N:20]=[CH:19][C:18]=2[N+:23]([O-])=O)[CH2:4]1, predict the reaction product. The product is: [NH2:23][C:18]1[CH:19]=[N:20][N:21]([CH3:22])[C:17]=1[N:5]1[CH2:4][CH:3]([O:2][CH3:1])[CH2:9][N:8]([C:10]([O:12][C:13]([CH3:15])([CH3:14])[CH3:16])=[O:11])[CH2:7][CH2:6]1. (5) Given the reactants [H-].[H-].[H-].[H-].[Li+].[Al+3].[CH3:7][C:8]1([CH3:26])[C:13](=[O:14])[O:12][CH2:11][C:10]([CH3:16])([CH3:15])[N:9]1[O:17][CH:18]([C:20]1[CH:25]=[CH:24][CH:23]=[CH:22][CH:21]=1)[CH3:19].[NH4+].[Cl-].CCOC(C)=O, predict the reaction product. The product is: [OH:14][CH2:13][C:8]([N:9]([O:17][CH:18]([C:20]1[CH:21]=[CH:22][CH:23]=[CH:24][CH:25]=1)[CH3:19])[C:10]([CH3:15])([CH3:16])[CH2:11][OH:12])([CH3:7])[CH3:26].